From a dataset of Forward reaction prediction with 1.9M reactions from USPTO patents (1976-2016). Predict the product of the given reaction. (1) The product is: [NH2:13][C@H:11]([CH3:12])[C@@H:10]([C:7]1[CH:8]=[CH:9][C:4]2[CH2:3][CH2:2][O:1][C:5]=2[CH:6]=1)[OH:21].[ClH:22]. Given the reactants [O:1]1[C:5]2[CH:6]=[C:7]([C@@H:10]([OH:21])[C@H:11]([NH:13]C(=O)OC(C)(C)C)[CH3:12])[CH:8]=[CH:9][C:4]=2[CH2:3][CH2:2]1.[ClH:22], predict the reaction product. (2) Given the reactants [NH2:1][C:2]1[CH:7]=[CH:6][N:5]=[CH:4][CH:3]=1.[OH-].[K+].[C:10]([O:14][C:15](O[C:15]([O:14][C:10]([CH3:13])([CH3:12])[CH3:11])=[O:16])=[O:16])([CH3:13])([CH3:12])[CH3:11], predict the reaction product. The product is: [C:10]([O:14][C:15]([NH:1][C:2]1[CH:7]=[CH:6][N:5]=[CH:4][CH:3]=1)=[O:16])([CH3:13])([CH3:12])[CH3:11]. (3) Given the reactants COC(=O)C(C1C=CC(Cl)=CC=1)N.C[O:15][C:16](=[O:50])[CH:17]([C:43]1[CH:48]=[CH:47][C:46]([Cl:49])=[CH:45][CH:44]=1)[N:18]1[CH:27]([C:28]2[CH:33]=[CH:32][C:31]([Cl:34])=[CH:30][CH:29]=2)[CH:26]([C:35](=[O:41])[NH:36][CH2:37][CH2:38][O:39][CH3:40])[C:25]2[C:20](=[CH:21][CH:22]=[CH:23][CH:24]=2)[C:19]1=[O:42].[OH-].[Li+], predict the reaction product. The product is: [Cl:49][C:46]1[CH:47]=[CH:48][C:43]([CH:17]([N:18]2[CH:27]([C:28]3[CH:33]=[CH:32][C:31]([Cl:34])=[CH:30][CH:29]=3)[CH:26]([C:35](=[O:41])[NH:36][CH2:37][CH2:38][O:39][CH3:40])[C:25]3[C:20](=[CH:21][CH:22]=[CH:23][CH:24]=3)[C:19]2=[O:42])[C:16]([OH:50])=[O:15])=[CH:44][CH:45]=1.